This data is from Reaction yield outcomes from USPTO patents with 853,638 reactions. The task is: Predict the reaction yield, written as a fraction of the theoretical maximum amount of product (1.0 means a 100% yield; for example, 0.34 means a 34% yield). The reactants are [ClH:1].[CH:2]1([C:5]([C:7]2[CH:12]=[CH:11][C:10]([CH2:13][CH:14]([C:19]([O:21][CH3:22])=[O:20])[C:15]([O:17][CH3:18])=[O:16])=[CH:9][CH:8]=2)=[O:6])[CH2:4][CH2:3]1. The catalyst is C(O)C.C1(C)C=CC=CC=1. The product is [Cl:1][CH2:4][CH2:3][CH2:2][C:5]([C:7]1[CH:12]=[CH:11][C:10]([CH2:13][CH:14]([C:19]([O:21][CH3:22])=[O:20])[C:15]([O:17][CH3:18])=[O:16])=[CH:9][CH:8]=1)=[O:6]. The yield is 0.910.